From a dataset of Forward reaction prediction with 1.9M reactions from USPTO patents (1976-2016). Predict the product of the given reaction. Given the reactants Cl[C:2]1[C:11]2[C:6](=[CH:7][CH:8]=[C:9]([N:12]3[CH:16]([CH3:17])[CH2:15][CH2:14][C:13]3=[O:18])[CH:10]=2)[CH:5]=[N:4][CH:3]=1.[CH3:19][N:20]1[CH:24]=[C:23]([C:25]2[CH:30]=[CH:29][C:28](B3OC(C)(C)C(C)(C)O3)=[CH:27][CH:26]=2)[CH:22]=[N:21]1.C(=O)([O-])[O-].[Na+].[Na+].O, predict the reaction product. The product is: [CH3:17][CH:16]1[N:12]([C:9]2[CH:10]=[C:11]3[C:6](=[CH:7][CH:8]=2)[CH:5]=[N:4][CH:3]=[C:2]3[C:28]2[CH:27]=[CH:26][C:25]([C:23]3[CH:22]=[N:21][N:20]([CH3:19])[CH:24]=3)=[CH:30][CH:29]=2)[C:13](=[O:18])[CH2:14][CH2:15]1.